Dataset: Full USPTO retrosynthesis dataset with 1.9M reactions from patents (1976-2016). Task: Predict the reactants needed to synthesize the given product. The reactants are: [OH:1][N:2]1[C:7]([CH3:9])([CH3:8])[CH2:6][O:5][C:4](=[O:10])[C:3]1([CH3:12])[CH3:11].[ClH:13]. Given the product [ClH:13].[OH:1][N:2]1[C:7]([CH3:8])([CH3:9])[CH2:6][O:5][C:4](=[O:10])[C:3]1([CH3:12])[CH3:11], predict the reactants needed to synthesize it.